This data is from Full USPTO retrosynthesis dataset with 1.9M reactions from patents (1976-2016). The task is: Predict the reactants needed to synthesize the given product. (1) Given the product [OH:1][C:2]([CH3:25])([CH3:24])[CH2:3][C:4]1[C:12]2[C:11]([NH:13][CH:14]3[CH2:19][CH2:18][CH2:17][N:16]([C:20](=[O:23])[CH:21]=[CH2:22])[CH2:15]3)=[N:10][CH:9]=[N:8][C:7]=2[NH:6][CH:5]=1, predict the reactants needed to synthesize it. The reactants are: [OH:1][C:2]([CH3:25])([CH3:24])[CH2:3][C:4]1[C:12]2[C:11]([NH:13][C@@H:14]3[CH2:19][CH2:18][CH2:17][N:16]([C:20](=[O:23])[CH:21]=[CH2:22])[CH2:15]3)=[N:10][CH:9]=[N:8][C:7]=2[NH:6][CH:5]=1.CC(O)(C)CC1C2C(N[C@@H]3CCCNC3)=NC=NC=2NC=1.CCN(C(C)C)C(C)C.C(Cl)(=O)C=C. (2) Given the product [CH3:23][O:1][CH2:2][CH:3]1[CH2:8][N:7]([C:9]([O:11][C:12]([CH3:14])([CH3:15])[CH3:13])=[O:10])[CH2:6][CH2:5][N:4]1[C:16]([O:18][C:19]([CH3:22])([CH3:21])[CH3:20])=[O:17], predict the reactants needed to synthesize it. The reactants are: [OH:1][CH2:2][CH:3]1[CH2:8][N:7]([C:9]([O:11][C:12]([CH3:15])([CH3:14])[CH3:13])=[O:10])[CH2:6][CH2:5][N:4]1[C:16]([O:18][C:19]([CH3:22])([CH3:21])[CH3:20])=[O:17].[CH2:23]1COCC1.[H-].[Na+].IC. (3) Given the product [F:32][C:30]1[CH:29]=[CH:28][C:27]([F:33])=[C:26]2[C:31]=1[C:22]([NH:21][CH2:20][CH2:19][C:4]1[CH:5]=[CH:6][C:7]([O:8][C:9]3[CH:14]=[C:13]([C:15]([F:18])([F:17])[F:16])[CH:12]=[CH:11][N:10]=3)=[C:2]([CH:3]=1)[C:34]#[N:35])=[N:23][CH:24]=[N:25]2, predict the reactants needed to synthesize it. The reactants are: Br[C:2]1[CH:3]=[C:4]([CH2:19][CH2:20][NH:21][C:22]2[C:31]3[C:26](=[C:27]([F:33])[CH:28]=[CH:29][C:30]=3[F:32])[N:25]=[CH:24][N:23]=2)[CH:5]=[CH:6][C:7]=1[O:8][C:9]1[CH:14]=[C:13]([C:15]([F:18])([F:17])[F:16])[CH:12]=[CH:11][N:10]=1.[C:34]([Cu])#[N:35]. (4) Given the product [CH:9]1([NH:15][C:16]2[N:3]3[CH:4]=[CH:5][C:6]([CH3:8])=[CH:7][C:2]3=[N:1][C:17]=2[CH3:18])[CH2:14][CH2:13][CH2:12][CH2:11][CH2:10]1, predict the reactants needed to synthesize it. The reactants are: [NH2:1][C:2]1[CH:7]=[C:6]([CH3:8])[CH:5]=[CH:4][N:3]=1.[CH:9]1([N+:15]#[C-:16])[CH2:14][CH2:13][CH2:12][CH2:11][CH2:10]1.[CH:17](=O)[CH3:18]. (5) The reactants are: [NH2:1][C@@H:2]1[C:10]2[C:5](=[CH:6][CH:7]=[CH:8][CH:9]=2)[CH2:4][C@@H:3]1[OH:11].C(N(CC)CC)C.[C:19](O[C:19]([O:21][C:22]([CH3:25])([CH3:24])[CH3:23])=[O:20])([O:21][C:22]([CH3:25])([CH3:24])[CH3:23])=[O:20]. Given the product [OH:11][C@H:3]1[CH2:4][C:5]2[C:10](=[CH:9][CH:8]=[CH:7][CH:6]=2)[C@H:2]1[NH:1][C:19](=[O:20])[O:21][C:22]([CH3:25])([CH3:24])[CH3:23], predict the reactants needed to synthesize it. (6) Given the product [F:1][C:2]1[CH:3]=[C:4]([CH:5]=[CH:6][C:7]=1[O:8][CH2:9][CH2:10][CH2:11][CH2:12][CH2:13][CH3:14])[CH2:15][NH:16][C:18]1[C:27]2[C:22](=[CH:23][CH:24]=[CH:25][CH:26]=2)[N:21]=[CH:20][CH:19]=1, predict the reactants needed to synthesize it. The reactants are: [F:1][C:2]1[CH:3]=[C:4]([CH2:15][NH2:16])[CH:5]=[CH:6][C:7]=1[O:8][CH2:9][CH2:10][CH2:11][CH2:12][CH2:13][CH3:14].Cl[C:18]1[C:27]2[C:22](=[CH:23][CH:24]=[CH:25][CH:26]=2)[N:21]=[CH:20][CH:19]=1.C(OCCCOCCCCCCCCNC1C2C(=CC=CC=2)N=CC=1)C.